The task is: Predict the product of the given reaction.. This data is from Forward reaction prediction with 1.9M reactions from USPTO patents (1976-2016). (1) Given the reactants [CH3:1][O:2][C:3](=[O:16])[C:4]1[CH:9]=[C:8]([N+:10]([O-:12])=[O:11])[C:7]([NH2:13])=[C:6]([F:14])[C:5]=1F.[Cl:17][C:18]1[CH:24]=[CH:23][CH:22]=[CH:21][C:19]=1[NH2:20], predict the reaction product. The product is: [CH3:1][O:2][C:3](=[O:16])[C:4]1[CH:9]=[C:8]([N+:10]([O-:12])=[O:11])[C:7]([NH2:13])=[C:6]([F:14])[C:5]=1[NH:20][C:19]1[CH:21]=[CH:22][CH:23]=[CH:24][C:18]=1[Cl:17]. (2) Given the reactants [Br:1][C:2]1[C:3](=[O:18])[N:4]([C:10]2[C:15]([CH3:16])=[CH:14][CH:13]=[CH:12][C:11]=2[CH3:17])[C:5]([CH3:9])=[CH:6][C:7]=1[OH:8].[F:19][C:20]1[CH:27]=[C:26]([F:28])[CH:25]=[CH:24][C:21]=1[CH2:22]Br.C(=O)([O-])[O-].[K+].[K+], predict the reaction product. The product is: [Br:1][C:2]1[C:3](=[O:18])[N:4]([C:10]2[C:11]([CH3:17])=[CH:12][CH:13]=[CH:14][C:15]=2[CH3:16])[C:5]([CH3:9])=[CH:6][C:7]=1[O:8][CH2:22][C:21]1[CH:24]=[CH:25][C:26]([F:28])=[CH:27][C:20]=1[F:19]. (3) Given the reactants [CH3:1][O:2][C:3]1[N:4]=[N:5][C:6]([O:19][CH3:20])=[CH:7][C:8]=1[C:9]1[N:17]2[C:12]([CH:13]=[N:14][C:15](O)=[N:16]2)=[CH:11][CH:10]=1.C1C=CC(N(S(C(F)(F)F)(=O)=O)S(C(F)(F)F)(=O)=O)=CC=1.C(N(CC)C(C)C)(C)C.CN(C)C=O.[NH2:56][C:57]1[CH:62]=[CH:61][C:60]([CH:63]2[CH2:68][CH2:67][N:66]([CH2:69][C:70]([NH2:72])=[O:71])[CH2:65][CH2:64]2)=[CH:59][CH:58]=1, predict the reaction product. The product is: [CH3:1][O:2][C:3]1[N:4]=[N:5][C:6]([O:19][CH3:20])=[CH:7][C:8]=1[C:9]1[N:17]2[C:12]([CH:13]=[N:14][C:15]([NH:56][C:57]3[CH:62]=[CH:61][C:60]([CH:63]4[CH2:64][CH2:65][N:66]([CH2:69][C:70]([NH2:72])=[O:71])[CH2:67][CH2:68]4)=[CH:59][CH:58]=3)=[N:16]2)=[CH:11][CH:10]=1. (4) Given the reactants [NH2:1][C:2]1[C:7]([C:8]([OH:10])=O)=[CH:6][C:5]([Br:11])=[CH:4][N:3]=1.[NH2:12][C:13]1[C:18](O)=[CH:17][CH:16]=[C:15]([CH3:20])[N:14]=1.[OH-].[Na+], predict the reaction product. The product is: [Br:11][C:5]1[CH:6]=[C:7]([C:8]2[O:10][C:18]3[C:13]([N:12]=2)=[N:14][C:15]([CH3:20])=[CH:16][CH:17]=3)[C:2]([NH2:1])=[N:3][CH:4]=1. (5) Given the reactants [C:1]([O:5][C:6](=[O:14])[NH:7][C@H:8]1[CH2:12][CH2:11][C@H:10]([NH2:13])[CH2:9]1)([CH3:4])([CH3:3])[CH3:2].F[C:16]1[CH:21]=[CH:20][C:19]([CH3:22])=[CH:18][C:17]=1[N+:23]([O-:25])=[O:24].C(=O)([O-])[O-].[K+].[K+], predict the reaction product. The product is: [C:1]([O:5][C:6](=[O:14])[NH:7][C@H:8]1[CH2:12][CH2:11][C@H:10]([NH:13][C:16]2[CH:21]=[CH:20][C:19]([CH3:22])=[CH:18][C:17]=2[N+:23]([O-:25])=[O:24])[CH2:9]1)([CH3:4])([CH3:2])[CH3:3]. (6) The product is: [CH2:1]=[C:2]([C:3]([O:6][S:7]([F:10])(=[O:9])=[O:8])([F:5])[F:4])[C:11]([F:13])([F:19])[F:12].[CH2:1]=[C:2]([C:11]([O:41][C:40]([C:37]([S:34]([F:33])(=[O:36])=[O:35])([F:39])[F:38])([F:31])[F:42])([F:13])[F:12])[C:3]([O:29][C:26]([C:23]([S:20]([F:19])(=[O:22])=[O:21])([F:25])[F:24])([F:28])[F:27])([F:5])[F:4]. Given the reactants [CH2:1]=[C:2]([C:11](OS(F)(=O)=O)([F:13])[F:12])[C:3]([O:6][S:7]([F:10])(=[O:9])=[O:8])([F:5])[F:4].[F:19][S:20]([C:23]([C:26]([O:29][K])([F:28])[F:27])([F:25])[F:24])(=[O:22])=[O:21].[F-:31].[K+].[F:33][S:34]([C:37]([C:40]([F:42])=[O:41])([F:39])[F:38])(=[O:36])=[O:35], predict the reaction product. (7) Given the reactants [CH3:1][N:2]1[C:6]([N:7]2[CH:11]=[CH:10][C:9]([C:12]([OH:14])=O)=[CH:8]2)=[CH:5][CH:4]=[N:3]1.[NH2:15][C@@H:16]([CH2:29][C:30]1[CH:35]=[CH:34][CH:33]=[C:32]([F:36])[CH:31]=1)[CH2:17][N:18]1[C:26](=[O:27])[C:25]2[C:20](=[CH:21][CH:22]=[CH:23][CH:24]=2)[C:19]1=[O:28].C(N(CC)C(C)C)(C)C.F[P-](F)(F)(F)(F)F.Br[P+](N1CCCC1)(N1CCCC1)N1CCCC1, predict the reaction product. The product is: [O:28]=[C:19]1[C:20]2[C:25](=[CH:24][CH:23]=[CH:22][CH:21]=2)[C:26](=[O:27])[N:18]1[CH2:17][C@@H:16]([NH:15][C:12]([C:9]1[CH:10]=[CH:11][N:7]([C:6]2[N:2]([CH3:1])[N:3]=[CH:4][CH:5]=2)[CH:8]=1)=[O:14])[CH2:29][C:30]1[CH:35]=[CH:34][CH:33]=[C:32]([F:36])[CH:31]=1. (8) Given the reactants [CH3:1][C:2]1[C:7]([O:8][CH3:9])=[C:6]([CH2:10]/[CH:11]=[C:12](/[CH2:14][CH2:15][C:16]([OH:18])=[O:17])\[CH3:13])[C:5]([OH:19])=[C:4]2[C:20]([O:22][CH2:23][C:3]=12)=[O:21].O.O.[Sn](Cl)Cl.C(OCC(C)C)(=O)C.O[CH2:38][CH2:39][N:40]1[CH2:45][CH2:44][O:43][CH2:42][CH2:41]1, predict the reaction product. The product is: [CH3:1][C:2]1[C:7]([O:8][CH3:9])=[C:6]([CH2:10]/[CH:11]=[C:12](/[CH2:14][CH2:15][C:16]([O:18][CH2:38][CH2:39][N:40]2[CH2:45][CH2:44][O:43][CH2:42][CH2:41]2)=[O:17])\[CH3:13])[C:5]([OH:19])=[C:4]2[C:20]([O:22][CH2:23][C:3]=12)=[O:21]. (9) Given the reactants [CH:1]([O-:3])=[O:2].[K+].C(N(CC)CC)C.[CH2:12]([N:19]1[CH2:24][CH2:23][CH:22]([CH2:25][N:26]([C@@H:33]2[CH2:35][C@H:34]2[C:36]2[CH:41]=[CH:40][C:39](I)=[CH:38][CH:37]=2)[C:27](=[O:32])[C:28]([F:31])([F:30])[F:29])[CH2:21][CH2:20]1)[C:13]1[CH:18]=[CH:17][CH:16]=[CH:15][CH:14]=1.[Cl-].[Li+], predict the reaction product. The product is: [CH2:12]([N:19]1[CH2:20][CH2:21][CH:22]([CH2:25][N:26]([C@@H:33]2[CH2:35][C@H:34]2[C:36]2[CH:37]=[CH:38][C:39]([C:1]([OH:3])=[O:2])=[CH:40][CH:41]=2)[C:27](=[O:32])[C:28]([F:31])([F:30])[F:29])[CH2:23][CH2:24]1)[C:13]1[CH:18]=[CH:17][CH:16]=[CH:15][CH:14]=1. (10) Given the reactants [Cl:1][C:2]1[CH:3]=[C:4]([C:9]2[C:21]([O:22][CH3:23])=[CH:20][C:12]([C:13]([NH:15][S:16]([CH3:19])(=[O:18])=[O:17])=[O:14])=[C:11]([F:24])[CH:10]=2)[CH:5]=[N:6][C:7]=1F.C(=O)([O-])[O-].[Cs+].[Cs+].[Cl:31][C:32]1[CH:37]=[CH:36][C:35]([CH3:38])=[CH:34][C:33]=1[OH:39], predict the reaction product. The product is: [Cl:1][C:2]1[CH:3]=[C:4]([C:9]2[C:21]([O:22][CH3:23])=[CH:20][C:12]([C:13]([NH:15][S:16]([CH3:19])(=[O:18])=[O:17])=[O:14])=[C:11]([F:24])[CH:10]=2)[CH:5]=[N:6][C:7]=1[O:39][C:33]1[CH:34]=[C:35]([CH3:38])[CH:36]=[CH:37][C:32]=1[Cl:31].